This data is from Full USPTO retrosynthesis dataset with 1.9M reactions from patents (1976-2016). The task is: Predict the reactants needed to synthesize the given product. Given the product [CH3:19][C:20]1[O:24][C:23]([C:25]2[CH:26]=[CH:27][CH:28]=[CH:29][CH:30]=2)=[N:22][C:21]=1[CH2:31][CH2:32][O:1][C:2]1[CH:3]=[CH:4][C:5]([CH2:8][C:9]2([C:14]([O:16][CH2:17][CH3:18])=[O:15])[CH2:13][CH2:12][CH2:11][O:10]2)=[N:6][CH:7]=1, predict the reactants needed to synthesize it. The reactants are: [OH:1][C:2]1[CH:3]=[CH:4][C:5]([CH2:8][C:9]2([C:14]([O:16][CH2:17][CH3:18])=[O:15])[CH2:13][CH2:12][CH2:11][O:10]2)=[N:6][CH:7]=1.[CH3:19][C:20]1[O:24][C:23]([C:25]2[CH:30]=[CH:29][CH:28]=[CH:27][CH:26]=2)=[N:22][C:21]=1[CH2:31][CH2:32]O.C1(P(C2C=CC=CC=2)C2C=CC=CC=2)C=CC=CC=1.N(C(OCC)=O)=NC(OCC)=O.